Dataset: hERG Central: cardiac toxicity at 1µM, 10µM, and general inhibition. Task: Predict hERG channel inhibition at various concentrations. (1) The compound is Cc1ccc(-c2c[n+](CC(=O)OCc3ccccc3)c3n2CCC3)cc1.[Br-]. Results: hERG_inhib (hERG inhibition (general)): blocker. (2) The drug is C=CCn1c(CCNC(=O)c2cccs2)nnc1SCC(=O)c1ccc(Br)cc1. Results: hERG_inhib (hERG inhibition (general)): blocker. (3) The compound is O=C(c1cc(-c2ccccc2)on1)N1CCN(Cc2ccc3c(c2)OCO3)CC1. Results: hERG_inhib (hERG inhibition (general)): blocker.